Dataset: Full USPTO retrosynthesis dataset with 1.9M reactions from patents (1976-2016). Task: Predict the reactants needed to synthesize the given product. (1) Given the product [C:11]([O:10][C:8](=[O:9])[C@@H:2]([NH:1][C:40](=[O:45])[CH2:41][CH2:42][CH:43]=[CH2:44])[CH2:3][CH2:4][C:5]([OH:7])=[O:6])([CH3:14])([CH3:13])[CH3:12], predict the reactants needed to synthesize it. The reactants are: [NH2:1][C@H:2]([C:8]([O:10][C:11]([CH3:14])([CH3:13])[CH3:12])=[O:9])[CH2:3][CH2:4][C:5]([OH:7])=[O:6].N[C@H](C(OC(C)(C)C)=O)CC(O)=O.C(OC(=O)[C@@H](N[C:40](=[O:45])[CH2:41][CH2:42][CH:43]=[CH2:44])CC(O)=O)(C)(C)C. (2) The reactants are: [F:1][C:2]([F:7])([F:6])[CH:3]1[O:5][CH2:4]1.[CH2:8]([Li])[CH2:9][CH2:10][CH3:11].COC1C=CC=CC=1C=[N:22][C:23]1[CH:32]=[CH:31][CH:30]=[C:29]2[C:24]=1[CH:25]=[CH:26][C:27]([CH3:33])=[N:28]2.C(OCC)C.[CH2:39]1[CH2:43][O:42][CH2:41][CH2:40]1. Given the product [CH3:41][O:42][C:43]1[CH:11]=[CH:10][CH:9]=[CH:8][C:39]=1[CH:40]([C:26]1[C:27]([CH3:33])=[N:28][C:29]2[CH:30]=[CH:31][CH:32]=[C:23]([NH2:22])[C:24]=2[CH:25]=1)[C:3]1([C:2]([F:7])([F:6])[F:1])[CH2:4][O:5]1, predict the reactants needed to synthesize it. (3) Given the product [C:1]([O:5][C:6]([N:8]1[CH2:16][CH2:15][NH:14][C@@H:10]([CH2:11][C:19]#[N:20])[CH2:9]1)=[O:7])([CH3:4])([CH3:3])[CH3:2], predict the reactants needed to synthesize it. The reactants are: [C:1]([O:5][C:6]([N:8]1[CH2:16][CH2:15][N:14]2[C@@H:10]([CH2:11]OS2(=O)=O)[CH2:9]1)=[O:7])([CH3:4])([CH3:3])[CH3:2].[C-:19]#[N:20].[K+]. (4) Given the product [Cl:1][C:2]1[CH:26]=[CH:25][C:24]([CH3:27])=[CH:23][C:3]=1[O:4][C:5]1[C:10]([C:11]([OH:13])=[O:12])=[CH:9][N:8]=[C:7]([C:15]2[CH:20]=[CH:19][C:18]([CH3:21])=[C:17]([F:22])[CH:16]=2)[CH:6]=1, predict the reactants needed to synthesize it. The reactants are: [Cl:1][C:2]1[CH:26]=[CH:25][C:24]([CH3:27])=[CH:23][C:3]=1[O:4][C:5]1[C:10]([C:11]([O:13]C)=[O:12])=[CH:9][N:8]=[C:7]([C:15]2[CH:20]=[CH:19][C:18]([CH3:21])=[C:17]([F:22])[CH:16]=2)[CH:6]=1. (5) Given the product [Br:1][C:2]1[CH:3]=[CH:4][C:5]([O:11][CH2:12][C:13]2[CH:18]=[CH:17][C:16]([Cl:19])=[CH:15][CH:14]=2)=[C:6]([CH:8]([NH:25][CH3:24])[CH2:10][OH:9])[CH:7]=1, predict the reactants needed to synthesize it. The reactants are: [Br:1][C:2]1[CH:3]=[CH:4][C:5]([O:11][CH2:12][C:13]2[CH:18]=[CH:17][C:16]([Cl:19])=[CH:15][CH:14]=2)=[C:6]([CH:8]2[CH2:10][O:9]2)[CH:7]=1.[Si]([C:24]#[N:25])(C)(C)C. (6) Given the product [Cl:1][C:2]1[CH:16]=[CH:15][C:5]([CH:6]([NH:18][CH3:17])[C:7]2[CH:12]=[CH:11][C:10]([Cl:13])=[CH:9][CH:8]=2)=[CH:4][CH:3]=1, predict the reactants needed to synthesize it. The reactants are: [Cl:1][C:2]1[CH:16]=[CH:15][C:5]([CH:6](Cl)[C:7]2[CH:12]=[CH:11][C:10]([Cl:13])=[CH:9][CH:8]=2)=[CH:4][CH:3]=1.[CH3:17][NH2:18]. (7) The reactants are: [NH2:1][C:2]1[CH:7]=[CH:6][C:5]([C:8]2[CH:13]=[CH:12][CH:11]=[CH:10][CH:9]=2)=[CH:4][CH:3]=1.C(N(CC)CC)C.[C:21](Cl)(=[O:25])[CH:22]([CH3:24])[CH3:23]. Given the product [C:8]1([C:5]2[CH:4]=[CH:3][C:2]([NH:1][C:21](=[O:25])[CH:22]([CH3:24])[CH3:23])=[CH:7][CH:6]=2)[CH:13]=[CH:12][CH:11]=[CH:10][CH:9]=1, predict the reactants needed to synthesize it.